From a dataset of Peptide-MHC class I binding affinity with 185,985 pairs from IEDB/IMGT. Regression. Given a peptide amino acid sequence and an MHC pseudo amino acid sequence, predict their binding affinity value. This is MHC class I binding data. (1) The peptide sequence is VMNPLGLNV. The MHC is HLA-A02:03 with pseudo-sequence HLA-A02:03. The binding affinity (normalized) is 1.00. (2) The peptide sequence is RQFPTALEF. The MHC is Mamu-B3901 with pseudo-sequence Mamu-B3901. The binding affinity (normalized) is 0.724. (3) The peptide sequence is KAALDLSHFL. The MHC is HLA-B58:01 with pseudo-sequence HLA-B58:01. The binding affinity (normalized) is 0.489. (4) The peptide sequence is RTFDRFFEE. The MHC is HLA-A02:16 with pseudo-sequence HLA-A02:16. The binding affinity (normalized) is 0.0847.